Task: Predict the reaction yield, written as a fraction of the theoretical maximum amount of product (1.0 means a 100% yield; for example, 0.34 means a 34% yield).. Dataset: Reaction yield outcomes from USPTO patents with 853,638 reactions (1) The reactants are [Cl:1][C:2]1[CH:3]=[C:4](OS(C(F)(F)F)(=O)=O)[CH:5]=[C:6]([Cl:23])[C:7]=1[CH2:8][C@@H:9]1[CH2:13][CH2:12][N:11]([CH:14]2[CH2:19][CH2:18][C:17]([F:21])([F:20])[CH2:16][CH2:15]2)[C:10]1=[O:22].[CH3:32][O:33][C:34]([C:36]1[CH:41]=[CH:40][C:39](B(O)O)=[CH:38][CH:37]=1)=[O:35].C([O-])([O-])=O.[K+].[K+]. The catalyst is COCCOC.C1C=CC([P]([Pd]([P](C2C=CC=CC=2)(C2C=CC=CC=2)C2C=CC=CC=2)([P](C2C=CC=CC=2)(C2C=CC=CC=2)C2C=CC=CC=2)[P](C2C=CC=CC=2)(C2C=CC=CC=2)C2C=CC=CC=2)(C2C=CC=CC=2)C2C=CC=CC=2)=CC=1. The product is [CH3:32][O:33][C:34]([C:36]1[CH:41]=[CH:40][C:39]([C:4]2[CH:3]=[C:2]([Cl:1])[C:7]([CH2:8][C@@H:9]3[CH2:13][CH2:12][N:11]([CH:14]4[CH2:15][CH2:16][C:17]([F:20])([F:21])[CH2:18][CH2:19]4)[C:10]3=[O:22])=[C:6]([Cl:23])[CH:5]=2)=[CH:38][CH:37]=1)=[O:35]. The yield is 0.570. (2) The reactants are [C:1]([O:5][C:6]([N:8]1[CH2:12][CH2:11][C@H:10]([NH:13][C:14]2[C:22]3[C:17](=[N:18][CH:19]=[CH:20][C:21]=3[O:23][C:24]3[CH:32]=[CH:31][C:27]([C:28](O)=[O:29])=[CH:26][CH:25]=3)[N:16]([CH2:33][C:34]3[CH:39]=[CH:38][C:37]([O:40][CH3:41])=[CH:36][CH:35]=3)[N:15]=2)[CH2:9]1)=[O:7])([CH3:4])([CH3:3])[CH3:2].[CH3:42][O:43][C:44]1[CH:49]=[CH:48][N:47]=[C:46]([NH2:50])[CH:45]=1. No catalyst specified. The product is [CH3:41][O:40][C:37]1[CH:38]=[CH:39][C:34]([CH2:33][N:16]2[C:17]3=[N:18][CH:19]=[CH:20][C:21]([O:23][C:24]4[CH:25]=[CH:26][C:27]([C:28](=[O:29])[NH:50][C:46]5[CH:45]=[C:44]([O:43][CH3:42])[CH:49]=[CH:48][N:47]=5)=[CH:31][CH:32]=4)=[C:22]3[C:14]([NH:13][C@@H:10]3[CH2:11][CH2:12][N:8]([C:6]([O:5][C:1]([CH3:2])([CH3:3])[CH3:4])=[O:7])[CH2:9]3)=[N:15]2)=[CH:35][CH:36]=1. The yield is 0.670.